From a dataset of Full USPTO retrosynthesis dataset with 1.9M reactions from patents (1976-2016). Predict the reactants needed to synthesize the given product. (1) Given the product [CH3:18][O:6][C:5](=[O:7])[C:4]1[CH:8]=[CH:9][C:10]([O:11][CH3:12])=[C:2]([OH:1])[CH:3]=1, predict the reactants needed to synthesize it. The reactants are: [OH:1][C:2]1[CH:3]=[C:4]([CH:8]=[CH:9][C:10]=1[O:11][CH3:12])[C:5]([OH:7])=[O:6].S(=O)(=O)(O)O.[CH3:18]O. (2) Given the product [CH2:1]([O:3][C:4](=[O:16])[C:5]1[CH:10]=[CH:9][N:8]=[C:7]([N:11]([S:12]([CH3:15])(=[O:13])=[O:14])[C:17]2[CH:22]=[CH:21][CH:20]=[CH:19][CH:18]=2)[CH:6]=1)[CH3:2], predict the reactants needed to synthesize it. The reactants are: [CH2:1]([O:3][C:4](=[O:16])[C:5]1[CH:10]=[CH:9][N:8]=[C:7]([NH:11][S:12]([CH3:15])(=[O:14])=[O:13])[CH:6]=1)[CH3:2].[C:17]1(B(O)O)[CH:22]=[CH:21][CH:20]=[CH:19][CH:18]=1.CCN(CC)CC. (3) Given the product [C:23]([NH:27][C:28]([N:7]1[CH2:6][CH2:5][C:4]2[C:9](=[CH:10][CH:11]=[CH:12][C:3]=2[O:2][CH3:1])[CH:8]1[C:13]1[CH:18]=[CH:17][C:16]([C:19]([F:22])([F:20])[F:21])=[CH:15][CH:14]=1)=[O:29])([CH3:26])([CH3:25])[CH3:24], predict the reactants needed to synthesize it. The reactants are: [CH3:1][O:2][C:3]1[CH:12]=[CH:11][CH:10]=[C:9]2[C:4]=1[CH2:5][CH2:6][NH:7][CH:8]2[C:13]1[CH:18]=[CH:17][C:16]([C:19]([F:22])([F:21])[F:20])=[CH:15][CH:14]=1.[C:23]([N:27]=[C:28]=[O:29])([CH3:26])([CH3:25])[CH3:24]. (4) Given the product [N+:6]([C:9]1[CH:10]=[CH:11][C:12]([N:15]=[C:16]2[NH:5][CH2:4][CH2:3][S:17]2)=[CH:13][CH:14]=1)([O-:8])=[O:7], predict the reactants needed to synthesize it. The reactants are: [Cl-].Cl[CH2:3][CH2:4][NH3+:5].[N+:6]([C:9]1[CH:14]=[CH:13][C:12]([N:15]=[C:16]=[S:17])=[CH:11][CH:10]=1)([O-:8])=[O:7]. (5) Given the product [ClH:27].[ClH:27].[NH2:8][C@H:9]([C:21]1[CH:26]=[CH:25][CH:24]=[CH:23][CH:22]=1)[C:10]([O:12][C@@H:13]1[CH:18]2[CH2:17][CH2:16][N:15]([CH2:20][CH2:19]2)[CH2:14]1)=[O:11], predict the reactants needed to synthesize it. The reactants are: C(OC([NH:8][C@H:9]([C:21]1[CH:26]=[CH:25][CH:24]=[CH:23][CH:22]=1)[C:10]([O:12][C@@H:13]1[CH:18]2[CH2:19][CH2:20][N:15]([CH2:16][CH2:17]2)[CH2:14]1)=[O:11])=O)(C)(C)C.[ClH:27].C(OCC)C. (6) Given the product [NH:8]1[CH2:9][CH2:10][CH:11]([N:14]2[C:19]3[CH:20]=[CH:21][CH:22]=[CH:23][C:18]=3[O:17][CH2:16][C:15]2=[O:24])[CH2:12][CH2:13]1, predict the reactants needed to synthesize it. The reactants are: C(OC([N:8]1[CH2:13][CH2:12][CH:11]([N:14]2[C:19]3[CH:20]=[CH:21][CH:22]=[CH:23][C:18]=3[O:17][CH2:16][C:15]2=[O:24])[CH2:10][CH2:9]1)=O)(C)(C)C.C(O)(C(F)(F)F)=O.C(Cl)Cl. (7) Given the product [Br:29][C:30]1[CH:31]=[C:32]2[C:36](=[CH:37][CH:38]=1)[NH:35][C:34]([C:48]([NH2:63])=[O:50])=[C:33]2[S:53]([N:7]([CH:8]1[CH2:9][CH2:10]1)[CH3:6])(=[O:54])=[O:55], predict the reactants needed to synthesize it. The reactants are: ClC1C=C2[C:8](=[CH:9][CH:10]=1)[N:7](S(C1C=CC=CC=1)(=O)=O)[C:6](C(OCC)=O)=C2S(Cl)(=O)=O.[Br:29][C:30]1[CH:31]=[C:32]2[C:36](=[CH:37][CH:38]=1)[N:35](S(C1C=CC=CC=1)(=O)=O)[C:34]([C:48]([O:50]CC)=O)=[C:33]2[S:53](Cl)(=[O:55])=[O:54].Cl.CN.C1([N:63](C2C=CC(C([O-])=O)=C(C)C=2C)C)CC1.